Predict the product of the given reaction. From a dataset of Forward reaction prediction with 1.9M reactions from USPTO patents (1976-2016). (1) Given the reactants [F:1][C:2]1[C:23]([N+:24]([O-:26])=[O:25])=[CH:22][C:5]([C:6]([NH:8][CH:9]2[CH2:14][CH2:13][N:12]([C:15]([O:17][C:18]([CH3:21])([CH3:20])[CH3:19])=[O:16])[CH2:11][CH2:10]2)=[O:7])=[C:4]([CH:27]=C)[CH:3]=1.O=[O+][O-].C(O)(C(F)(F)F)=O.C([SiH](CC)CC)C.C([O-])(O)=O.[Na+].CC(OC(OC(OC(C)(C)C)=O)=O)(C)C, predict the reaction product. The product is: [F:1][C:2]1[CH:3]=[C:4]2[C:5](=[CH:22][C:23]=1[N+:24]([O-:26])=[O:25])[C:6](=[O:7])[N:8]([CH:9]1[CH2:14][CH2:13][N:12]([C:15]([O:17][C:18]([CH3:20])([CH3:19])[CH3:21])=[O:16])[CH2:11][CH2:10]1)[CH2:27]2. (2) Given the reactants [Br:1][C:2]1[CH:3]=[CH:4][C:5]([O:9][CH3:10])=[N+:6]([O-])[CH:7]=1.[Si]([C:15]#[N:16])(C)(C)C, predict the reaction product. The product is: [Br:1][C:2]1[C:7]([C:15]#[N:16])=[N:6][C:5]([O:9][CH3:10])=[CH:4][CH:3]=1.